This data is from Forward reaction prediction with 1.9M reactions from USPTO patents (1976-2016). The task is: Predict the product of the given reaction. (1) Given the reactants Br[C:2]1[CH:7]=[CH:6][CH:5]=[C:4]([N:8]2[CH:12]=[C:11]([C:13]3[CH:18]=[CH:17][CH:16]=[CH:15][N:14]=3)[CH:10]=[N:9]2)[N:3]=1.[N:19]1[CH:24]=[CH:23][CH:22]=[C:21](B(O)O)[CH:20]=1.C(=O)([O-])[O-].[K+].[K+].CO, predict the reaction product. The product is: [N:14]1[CH:15]=[CH:16][CH:17]=[CH:18][C:13]=1[C:11]1[CH:10]=[N:9][N:8]([C:4]2[N:3]=[C:2]([C:21]3[CH:20]=[N:19][CH:24]=[CH:23][CH:22]=3)[CH:7]=[CH:6][CH:5]=2)[CH:12]=1. (2) Given the reactants [F:1][C:2]1[CH:7]=[CH:6][C:5]([C:8]2[O:9][C:10]3[CH:20]=[C:19]([N:21]([CH3:26])[S:22]([CH3:25])(=[O:24])=[O:23])[C:18]([C:27]4[CH:32]=[CH:31][C:30](=[O:33])[N:29]([CH3:34])[CH:28]=4)=[CH:17][C:11]=3[C:12]=2[C:13]([NH:15][CH3:16])=[O:14])=[CH:4][CH:3]=1.C1C(=O)N([Br:42])C(=O)C1, predict the reaction product. The product is: [Br:42][C:31]1[C:30](=[O:33])[N:29]([CH3:34])[CH:28]=[C:27]([C:18]2[C:19]([N:21]([CH3:26])[S:22]([CH3:25])(=[O:23])=[O:24])=[CH:20][C:10]3[O:9][C:8]([C:5]4[CH:6]=[CH:7][C:2]([F:1])=[CH:3][CH:4]=4)=[C:12]([C:13]([NH:15][CH3:16])=[O:14])[C:11]=3[CH:17]=2)[CH:32]=1. (3) Given the reactants [OH-].[Na+].C([O:5][C:6](=[O:21])[CH2:7][C:8]([NH:10][C:11]1[CH:16]=[CH:15][CH:14]=[CH:13][C:12]=1[S:17](=[O:20])(=[O:19])[NH2:18])=O)C.Cl, predict the reaction product. The product is: [O:19]=[S:17]1(=[O:20])[C:12]2[CH:13]=[CH:14][CH:15]=[CH:16][C:11]=2[NH:10][C:8]([CH2:7][C:6]([OH:5])=[O:21])=[N:18]1. (4) Given the reactants [NH2:1][C:2]1[N:7]=[C:6]([NH:8][CH2:9][CH2:10][CH2:11][N:12]([CH3:14])[CH3:13])[CH:5]=[C:4]([CH3:15])[N:3]=1.[Cl:16][C:17]1[CH:18]=[C:19]([N:24]=[C:25]=[S:26])[CH:20]=[CH:21][C:22]=1[Cl:23], predict the reaction product. The product is: [Cl:16][C:17]1[CH:18]=[C:19]([NH:24][C:25](=[S:26])[NH:1][C:2]2[N:7]=[C:6]([NH:8][CH2:9][CH2:10][CH2:11][N:12]([CH3:13])[CH3:14])[CH:5]=[C:4]([CH3:15])[N:3]=2)[CH:20]=[CH:21][C:22]=1[Cl:23]. (5) Given the reactants C(#N)C.[CH3:4][O:5][C:6]1[C:11]([CH2:12]Cl)=[CH:10][CH:9]=[CH:8][N:7]=1.[CH2:14]1[CH2:19][CH2:18][CH2:17][CH2:16][CH:15]1[CH2:20][O:21][C:22]1[CH:27]=[CH:26][CH:25]=[CH:24][C:23]=1/[CH:28]=[CH:29]/[CH:30]1[CH2:35][CH2:34][NH:33][CH2:32][CH2:31]1.C(=O)([O-])[O-].[K+].[K+], predict the reaction product. The product is: [CH3:4][O:5][C:6]1[C:11]([CH2:12][N:33]2[CH2:34][CH2:35][CH:30](/[CH:29]=[CH:28]/[C:23]3[CH:24]=[CH:25][CH:26]=[CH:27][C:22]=3[O:21][CH2:20][CH:15]3[CH2:14][CH2:19][CH2:18][CH2:17][CH2:16]3)[CH2:31][CH2:32]2)=[CH:10][CH:9]=[CH:8][N:7]=1. (6) Given the reactants CCN(C(C)C)C(C)C.CN(C(ON1N=NC2C=CC=CC1=2)=[N+](C)C)C.[B-](F)(F)(F)F.[OH:32][C:33]1[N:38]=[C:37]([C:39]([OH:41])=O)[CH:36]=[CH:35][CH:34]=1.FC(F)(F)C(O)=O.[CH3:49][O:50][C:51]1[CH:71]=[CH:70][C:54]([O:55][C:56]2[CH:69]=[CH:68][C:59]([CH2:60][NH:61][C:62]([C:64]3([NH2:67])[CH2:66][CH2:65]3)=[O:63])=[CH:58][CH:57]=2)=[C:53]([C:72]([F:75])([F:74])[F:73])[CH:52]=1, predict the reaction product. The product is: [CH3:49][O:50][C:51]1[CH:71]=[CH:70][C:54]([O:55][C:56]2[CH:69]=[CH:68][C:59]([CH2:60][NH:61][C:62]([C:64]3([NH:67][C:39]([C:37]4[CH:36]=[CH:35][CH:34]=[C:33]([OH:32])[N:38]=4)=[O:41])[CH2:65][CH2:66]3)=[O:63])=[CH:58][CH:57]=2)=[C:53]([C:72]([F:73])([F:74])[F:75])[CH:52]=1. (7) Given the reactants [CH2:1]([O:8][C:9]1[CH:24]=[CH:23][C:12]([O:13][C:14]2[CH:19]=[CH:18][C:17]([N+:20]([O-])=O)=[CH:16][N:15]=2)=[CH:11][CH:10]=1)[C:2]1[CH:7]=[CH:6][CH:5]=[CH:4][CH:3]=1.C(O)(=O)C, predict the reaction product. The product is: [CH2:1]([O:8][C:9]1[CH:24]=[CH:23][C:12]([O:13][C:14]2[N:15]=[CH:16][C:17]([NH2:20])=[CH:18][CH:19]=2)=[CH:11][CH:10]=1)[C:2]1[CH:3]=[CH:4][CH:5]=[CH:6][CH:7]=1. (8) Given the reactants [OH:1][C:2]1[CH:3]=[C:4]([CH:7]=[CH:8][C:9]=1[O:10][CH3:11])[CH:5]=[O:6].[CH3:12][O:13][CH2:14][CH2:15][CH2:16]O.C1(P(C2C=CC=CC=2)C2C=CC=CC=2)C=CC=CC=1.N(C(OCC)=O)=NC(OCC)=O, predict the reaction product. The product is: [CH3:11][O:10][C:9]1[CH:8]=[CH:7][C:4]([CH:5]=[O:6])=[CH:3][C:2]=1[O:1][CH2:16][CH2:15][CH2:14][O:13][CH3:12]. (9) Given the reactants [CH3:1][C:2]1[NH:6][C:5]2[CH:7]=[C:8]([C:11]3[CH:12]=[CH:13][C:14]4[O:20][CH2:19][CH2:18][N:17]([C:21]5[C:30]6[C:25](=[C:26]([O:39][CH3:40])[C:27]([O:31][CH2:32][C:33]7[CH:38]=CC=C[CH:34]=7)=[CH:28][CH:29]=6)[N:24]=[CH:23][N:22]=5)[CH2:16][C:15]=4[CH:41]=3)[CH:9]=[CH:10][C:4]=2[N:3]=1.C(Br)C(C)C, predict the reaction product. The product is: [CH3:1][C:2]1[NH:6][C:5]2[CH:7]=[C:8]([C:11]3[CH:12]=[CH:13][C:14]4[O:20][CH2:19][CH2:18][N:17]([C:21]5[C:30]6[C:25](=[C:26]([O:39][CH3:40])[C:27]([O:31][CH2:32][CH:33]([CH3:38])[CH3:34])=[CH:28][CH:29]=6)[N:24]=[CH:23][N:22]=5)[CH2:16][C:15]=4[CH:41]=3)[CH:9]=[CH:10][C:4]=2[N:3]=1. (10) Given the reactants [CH3:1][O:2][C:3]1[CH:8]=[CH:7][C:6]([C:9]2[CH:14]=[CH:13][N:12]=[C:11]([NH2:15])[C:10]=2[NH2:16])=[CH:5][CH:4]=1.[C:17]([C:19]1[CH:24]=[CH:23][C:22]([C:25](O)=O)=[CH:21][N:20]=1)#[N:18], predict the reaction product. The product is: [CH3:1][O:2][C:3]1[CH:8]=[CH:7][C:6]([C:9]2[CH:14]=[CH:13][N:12]=[C:11]3[NH:15][C:25]([C:22]4[CH:23]=[CH:24][C:19]([C:17]#[N:18])=[N:20][CH:21]=4)=[N:16][C:10]=23)=[CH:5][CH:4]=1.